This data is from Full USPTO retrosynthesis dataset with 1.9M reactions from patents (1976-2016). The task is: Predict the reactants needed to synthesize the given product. (1) Given the product [CH3:11][S:12]([C:15]1[CH:20]=[CH:19][CH:18]=[CH:17][C:16]=1[C:21]1[CH:22]=[CH:23][C:24]([NH:27][C:8](=[O:10])[CH:7]([O:54][C:55]2[CH:56]=[CH:46][CH:45]=[C:44]([C:35]3[N:36]=[C:37]([CH3:38])[O:61][N:34]=3)[CH:49]=2)[C:1]2[CH:2]=[CH:3][CH:4]=[CH:5][CH:6]=2)=[CH:25][CH:26]=1)(=[O:13])=[O:14], predict the reactants needed to synthesize it. The reactants are: [C:1]1([CH2:7][C:8]([OH:10])=O)[CH:6]=[CH:5][CH:4]=[CH:3][CH:2]=1.[CH3:11][S:12]([C:15]1[CH:20]=[CH:19][CH:18]=[CH:17][C:16]=1[C:21]1[CH:26]=[CH:25][C:24]([NH2:27])=[CH:23][CH:22]=1)(=[O:14])=[O:13].Cl.CN(C)CCC[N:34]=[C:35]=[N:36][CH2:37][CH3:38].ON1[C:45]2[CH:46]=CC=[CH:49][C:44]=2N=N1.CN1[CH2:56][CH2:55][O:54]CC1.CN(C=[O:61])C. (2) Given the product [Br:12][C:7]1[CH:6]=[C:5]2[C:10](=[CH:9][CH:8]=1)[N:1]=[C:2]([OH:11])[CH:3]=[N:4]2, predict the reactants needed to synthesize it. The reactants are: [N:1]1[C:10]2[C:5](=[CH:6][CH:7]=[CH:8][CH:9]=2)[N:4]=[CH:3][C:2]=1[OH:11].[Br:12]Br. (3) The reactants are: [F:1][C:2]([F:38])([F:37])[C:3]1[CH:4]=[C:5]([CH:30]=[C:31]([C:33]([F:36])([F:35])[F:34])[CH:32]=1)[C:6]([N:8]1[CH2:13][CH2:12][N:11]([CH2:14][C:15]#[C:16][CH2:17][Cl:18])[CH2:10][C@H:9]1[CH2:19][C:20]1[CH:29]=[CH:28][C:27]2[C:22](=[CH:23][CH:24]=[CH:25][CH:26]=2)[CH:21]=1)=[O:7].[ClH:39].[CH3:40][C:41]1([CH3:47])[CH2:46][O:45][CH2:44][CH2:43][NH:42]1.C(=O)([O-])[O-].[K+].[K+].[I-].[K+]. Given the product [ClH:18].[ClH:39].[F:1][C:2]([F:38])([F:37])[C:3]1[CH:4]=[C:5]([CH:30]=[C:31]([C:33]([F:36])([F:35])[F:34])[CH:32]=1)[C:6]([N:8]1[CH2:13][CH2:12][N:11]([CH2:14][C:15]#[C:16][CH2:17][N:42]2[CH2:43][CH2:44][O:45][CH2:46][C:41]2([CH3:47])[CH3:40])[CH2:10][C@H:9]1[CH2:19][C:20]1[CH:29]=[CH:28][C:27]2[C:22](=[CH:23][CH:24]=[CH:25][CH:26]=2)[CH:21]=1)=[O:7], predict the reactants needed to synthesize it. (4) Given the product [OH:30][C:27]([CH3:29])([CH3:28])[CH2:26][CH2:25][O:24][C:3]1[CH:4]=[C:5]([CH:22]=[CH:23][C:2]=1[C:34]#[C:33][CH:32]([CH3:35])[CH3:31])[C:6]([NH:8][S:9]([C:12]1[CH:17]=[CH:16][CH:15]=[CH:14][C:13]=1[S:18](=[O:21])(=[O:20])[NH2:19])(=[O:11])=[O:10])=[O:7], predict the reactants needed to synthesize it. The reactants are: Br[C:2]1[CH:23]=[CH:22][C:5]([C:6]([NH:8][S:9]([C:12]2[CH:17]=[CH:16][CH:15]=[CH:14][C:13]=2[S:18](=[O:21])(=[O:20])[NH2:19])(=[O:11])=[O:10])=[O:7])=[CH:4][C:3]=1[O:24][CH2:25][CH2:26][C:27]([OH:30])([CH3:29])[CH3:28].[CH3:31][CH:32]([CH3:35])[C:33]#[CH:34].